Task: Regression. Given a peptide amino acid sequence and an MHC pseudo amino acid sequence, predict their binding affinity value. This is MHC class I binding data.. Dataset: Peptide-MHC class I binding affinity with 185,985 pairs from IEDB/IMGT The peptide sequence is ATGPLTTLW. The MHC is HLA-B57:01 with pseudo-sequence HLA-B57:01. The binding affinity (normalized) is 0.957.